Dataset: Forward reaction prediction with 1.9M reactions from USPTO patents (1976-2016). Task: Predict the product of the given reaction. (1) Given the reactants [C:1]([OH:4])(=[O:3])C.[CH:5]([C:8]1[S:9][CH:10]=[C:11]([C:13]([N:15]2[CH2:20][C:19]3([CH2:25][CH2:24][N:23]([CH2:26][CH2:27][CH2:28][CH2:29][CH2:30][CH2:31][C:32]([CH3:37])([CH3:36])[CH2:33][CH:34]=O)[CH2:22][CH2:21]3)[O:18][CH2:17][CH2:16]2)=[O:14])[N:12]=1)([CH3:7])[CH3:6].C(O)(=O)C.[NH2:42][CH2:43][C@@H:44]([C:46]1[C:54]2[S:53][C:52](=[O:55])[NH:51][C:50]=2[C:49]([OH:56])=[CH:48][CH:47]=1)[OH:45].C([BH3-])#N.[Na+], predict the reaction product. The product is: [CH:1]([OH:4])=[O:3].[OH:56][C:49]1[C:50]2[NH:51][C:52](=[O:55])[S:53][C:54]=2[C:46]([C@@H:44]([OH:45])[CH2:43][NH:42][CH2:34][CH2:33][C:32]([CH3:37])([CH3:36])[CH2:31][CH2:30][CH2:29][CH2:28][CH2:27][CH2:26][N:23]2[CH2:22][CH2:21][C:19]3([O:18][CH2:17][CH2:16][N:15]([C:13]([C:11]4[N:12]=[C:8]([CH:5]([CH3:7])[CH3:6])[S:9][CH:10]=4)=[O:14])[CH2:20]3)[CH2:25][CH2:24]2)=[CH:47][CH:48]=1. (2) Given the reactants [H-].[Na+].Cl[C:4]1[C:13]([Cl:14])=[N:12][C:11]2[C:6](=[CH:7][CH:8]=[CH:9][CH:10]=2)[N:5]=1.[O:15]1[CH2:19][CH2:18][CH2:17][CH2:16]1, predict the reaction product. The product is: [Cl:14][C:13]1[C:4]([O:15][CH:19]([C:18]2[CH:4]=[N:5][CH:6]=[CH:16][CH:17]=2)[CH:8]([CH3:9])[CH3:7])=[N:5][C:6]2[C:11](=[CH:10][CH:9]=[CH:8][CH:7]=2)[N:12]=1. (3) Given the reactants Cl[C:2]1[CH:3]=[C:4]([CH:7]=[CH:8][CH:9]=1)[C:5]#[N:6].[NH:10]1[CH2:14][CH2:13][CH2:12][CH2:11]1.C([O-])([O-])=O.[Cs+].[Cs+], predict the reaction product. The product is: [N:10]1([C:2]2[CH:3]=[C:4]([CH:7]=[CH:8][CH:9]=2)[C:5]#[N:6])[CH2:14][CH2:13][CH2:12][CH2:11]1.